Dataset: Catalyst prediction with 721,799 reactions and 888 catalyst types from USPTO. Task: Predict which catalyst facilitates the given reaction. (1) Reactant: Cl[CH2:2][C:3]([N:5]1[C:11]2[CH:12]=[CH:13][CH:14]=[CH:15][C:10]=2[CH2:9][CH2:8][C:7]2[CH:16]=[CH:17][C:18]([Cl:20])=[CH:19][C:6]1=2)=[O:4].[N-:21]=[N+:22]=[N-:23].[Na+]. Product: [N:21]([CH2:2][C:3]([N:5]1[C:11]2[CH:12]=[CH:13][CH:14]=[CH:15][C:10]=2[CH2:9][CH2:8][C:7]2[CH:16]=[CH:17][C:18]([Cl:20])=[CH:19][C:6]1=2)=[O:4])=[N+:22]=[N-:23]. The catalyst class is: 3. (2) Reactant: C[N:2](/[CH:4]=[C:5](\[CH2:8][CH2:9][CH3:10])/[C:6]#[N:7])C.C(O)C.Br.[NH2:15]N. Product: [CH2:8]([C:5]1[CH:4]=[N:2][NH:7][C:6]=1[NH2:15])[CH2:9][CH3:10]. The catalyst class is: 6.